Task: Regression. Given a peptide amino acid sequence and an MHC pseudo amino acid sequence, predict their binding affinity value. This is MHC class II binding data.. Dataset: Peptide-MHC class II binding affinity with 134,281 pairs from IEDB (1) The peptide sequence is IIELFTAKGFTVQEM. The MHC is HLA-DPA10103-DPB10301 with pseudo-sequence HLA-DPA10103-DPB10301. The binding affinity (normalized) is 0.221. (2) The peptide sequence is RSILLIPLSLLPDWF. The MHC is DRB1_0101 with pseudo-sequence DRB1_0101. The binding affinity (normalized) is 0.552. (3) The binding affinity (normalized) is 0.215. The MHC is HLA-DQA10501-DQB10302 with pseudo-sequence HLA-DQA10501-DQB10302. The peptide sequence is IIEECEHLEDGIYGI. (4) The peptide sequence is DTRLMRLEDEMKEGR. The MHC is HLA-DQA10101-DQB10501 with pseudo-sequence HLA-DQA10101-DQB10501. The binding affinity (normalized) is 0.174. (5) The peptide sequence is GDLYIFESRAICKYA. The MHC is HLA-DPA10301-DPB10402 with pseudo-sequence HLA-DPA10301-DPB10402. The binding affinity (normalized) is 0.352.